This data is from NCI-60 drug combinations with 297,098 pairs across 59 cell lines. The task is: Regression. Given two drug SMILES strings and cell line genomic features, predict the synergy score measuring deviation from expected non-interaction effect. (1) Drug 1: CC1C(C(CC(O1)OC2CC(CC3=C2C(=C4C(=C3O)C(=O)C5=C(C4=O)C(=CC=C5)OC)O)(C(=O)C)O)N)O.Cl. Drug 2: C1=C(C(=O)NC(=O)N1)F. Cell line: HOP-62. Synergy scores: CSS=43.0, Synergy_ZIP=-4.37, Synergy_Bliss=0.980, Synergy_Loewe=2.27, Synergy_HSA=2.37. (2) Drug 1: COC1=CC(=CC(=C1O)OC)C2C3C(COC3=O)C(C4=CC5=C(C=C24)OCO5)OC6C(C(C7C(O6)COC(O7)C8=CC=CS8)O)O. Drug 2: C1CN(P(=O)(OC1)NCCCl)CCCl. Cell line: MDA-MB-435. Synergy scores: CSS=13.1, Synergy_ZIP=-1.16, Synergy_Bliss=2.00, Synergy_Loewe=-10.3, Synergy_HSA=-0.427. (3) Drug 1: CNC(=O)C1=CC=CC=C1SC2=CC3=C(C=C2)C(=NN3)C=CC4=CC=CC=N4. Drug 2: CC1=C(C=C(C=C1)NC(=O)C2=CC=C(C=C2)CN3CCN(CC3)C)NC4=NC=CC(=N4)C5=CN=CC=C5. Cell line: HCT116. Synergy scores: CSS=6.62, Synergy_ZIP=-2.50, Synergy_Bliss=1.61, Synergy_Loewe=-7.02, Synergy_HSA=-0.300. (4) Drug 1: CC1CCC2CC(C(=CC=CC=CC(CC(C(=O)C(C(C(=CC(C(=O)CC(OC(=O)C3CCCCN3C(=O)C(=O)C1(O2)O)C(C)CC4CCC(C(C4)OC)OCCO)C)C)O)OC)C)C)C)OC. Drug 2: CC1C(C(CC(O1)OC2CC(OC(C2O)C)OC3=CC4=CC5=C(C(=O)C(C(C5)C(C(=O)C(C(C)O)O)OC)OC6CC(C(C(O6)C)O)OC7CC(C(C(O7)C)O)OC8CC(C(C(O8)C)O)(C)O)C(=C4C(=C3C)O)O)O)O. Cell line: RPMI-8226. Synergy scores: CSS=58.1, Synergy_ZIP=0.537, Synergy_Bliss=-0.724, Synergy_Loewe=-9.37, Synergy_HSA=-2.14. (5) Drug 1: COC1=CC(=CC(=C1O)OC)C2C3C(COC3=O)C(C4=CC5=C(C=C24)OCO5)OC6C(C(C7C(O6)COC(O7)C8=CC=CS8)O)O. Drug 2: COCCOC1=C(C=C2C(=C1)C(=NC=N2)NC3=CC=CC(=C3)C#C)OCCOC.Cl. Cell line: SF-268. Synergy scores: CSS=15.9, Synergy_ZIP=0.892, Synergy_Bliss=3.08, Synergy_Loewe=-20.1, Synergy_HSA=1.59. (6) Drug 1: CN(C)C1=NC(=NC(=N1)N(C)C)N(C)C. Drug 2: CS(=O)(=O)CCNCC1=CC=C(O1)C2=CC3=C(C=C2)N=CN=C3NC4=CC(=C(C=C4)OCC5=CC(=CC=C5)F)Cl. Cell line: COLO 205. Synergy scores: CSS=-8.00, Synergy_ZIP=3.80, Synergy_Bliss=3.98, Synergy_Loewe=-8.37, Synergy_HSA=-3.95. (7) Drug 1: C1CCC(CC1)NC(=O)N(CCCl)N=O. Drug 2: C1CC(=O)NC(=O)C1N2C(=O)C3=CC=CC=C3C2=O. Cell line: PC-3. Synergy scores: CSS=5.57, Synergy_ZIP=-5.53, Synergy_Bliss=-1.64, Synergy_Loewe=-3.28, Synergy_HSA=-1.73. (8) Drug 1: CC1C(C(CC(O1)OC2CC(CC3=C2C(=C4C(=C3O)C(=O)C5=C(C4=O)C(=CC=C5)OC)O)(C(=O)C)O)N)O.Cl. Drug 2: C(CC(=O)O)C(=O)CN.Cl. Cell line: COLO 205. Synergy scores: CSS=17.6, Synergy_ZIP=0.0734, Synergy_Bliss=-7.84, Synergy_Loewe=-18.8, Synergy_HSA=-7.80.